From a dataset of Catalyst prediction with 721,799 reactions and 888 catalyst types from USPTO. Predict which catalyst facilitates the given reaction. (1) Reactant: [F:1][C:2]([F:20])([F:19])[C:3]1[CH:18]=[CH:17][C:6]([CH2:7][O:8][C:9]2[CH:16]=[CH:15][C:12]([CH:13]=O)=[CH:11][CH:10]=2)=[CH:5][CH:4]=1.[NH2:21][C:22]1[CH:23]=[C:24]([CH:29]2[CH2:34][CH2:33][N:32]([C:35]([O:37][C:38]([CH3:41])([CH3:40])[CH3:39])=[O:36])[CH2:31][CH2:30]2)[CH:25]=[N:26][C:27]=1[NH2:28].C(OI(C1C=CC=CC=1)OC(=O)C)(=O)C. Product: [F:1][C:2]([F:20])([F:19])[C:3]1[CH:18]=[CH:17][C:6]([CH2:7][O:8][C:9]2[CH:16]=[CH:15][C:12]([C:13]3[NH:28][C:27]4=[N:26][CH:25]=[C:24]([CH:29]5[CH2:34][CH2:33][N:32]([C:35]([O:37][C:38]([CH3:40])([CH3:39])[CH3:41])=[O:36])[CH2:31][CH2:30]5)[CH:23]=[C:22]4[N:21]=3)=[CH:11][CH:10]=2)=[CH:5][CH:4]=1. The catalyst class is: 6. (2) Reactant: [Cl:1][C:2]1[CH:3]=[C:4]([F:28])[C:5]([C:8]([F:27])([F:26])[CH2:9][N:10]2[CH2:15][CH2:14][CH:13]([NH:16][C:17]3[C:18]4[CH:25]=[CH:24][NH:23][C:19]=4[N:20]=[CH:21][N:22]=3)[CH2:12][CH2:11]2)=[N:6][CH:7]=1.Cl.CO. Product: [ClH:1].[Cl:1][C:2]1[CH:3]=[C:4]([F:28])[C:5]([C:8]([F:27])([F:26])[CH2:9][N:10]2[CH2:15][CH2:14][CH:13]([NH:16][C:17]3[C:18]4[CH:25]=[CH:24][NH:23][C:19]=4[N:20]=[CH:21][N:22]=3)[CH2:12][CH2:11]2)=[N:6][CH:7]=1. The catalyst class is: 5. (3) Reactant: [C:1]([N:8]1[CH2:18][CH2:17][CH2:16][C@@H:10]([C:11]([O:13]CC)=[O:12])[CH2:9]1)([O:3][C:4]([CH3:7])([CH3:6])[CH3:5])=[O:2].[Li+].[OH-].Cl. Product: [C:1]([N:8]1[CH2:18][CH2:17][CH2:16][C@@H:10]([C:11]([OH:13])=[O:12])[CH2:9]1)([O:3][C:4]([CH3:7])([CH3:6])[CH3:5])=[O:2]. The catalyst class is: 24.